This data is from Experimentally validated miRNA-target interactions with 360,000+ pairs, plus equal number of negative samples. The task is: Binary Classification. Given a miRNA mature sequence and a target amino acid sequence, predict their likelihood of interaction. (1) The miRNA is hsa-miR-3664-5p with sequence AACUCUGUCUUCACUCAUGAGU. The protein sequence of the target gene is MVRETRHLWVGNLPENVREEKIIEHFKRYGRVESVKILPKRGSEGGVAAFVDFVDIKSAQKAHNSVNKMGDRDLRTDYNEPGTIPSAARGLDETVSIASRSREVSGFRGSAGGPAYGPPPSLHAREGRYERRLDGASDNRERAYEHSAYGHHERGTGAFDRTRHYDQDYYRDPRERTLQHGLYYTSRSRSPNRFDAHDPRYEPRAREQFTLPSVVHRDIYRDDITREVRGRRPERSYQHSRSRSPHSSQSRNQSPQRLASQASRPTRSPSGSGSRSRSSSSDSISSSSSSSNTDSSDSSS.... Result: 0 (no interaction). (2) The miRNA is mmu-miR-466p-5p with sequence UAUGUGUGUGUACAUGUACAU. The protein sequence of the target gene is MPGIDKLPIEETLEDSPQTRSLLGVFEEDATAISNYMNQLYQAMHRIYDAQNELSAATHLTSKLLKEYEKQRFPLGGDDEVMSSTLQQFSKVIDELSSCHAVLSTQLADAMMFPISQFKERDLKEILTLKEVFQIASNDHDAAINRYSRLSKKRENDKVKYEVTEDVYTSRKKQHQTMMHYFCALNTLQYKKKIALLEPLLGYMQAQISFFKMGSENLNGQLEEFLANIGTSVQNVRREMDGDVETMQQTIEDLEVASDPLYLPDPDPTKFPINRNLTRKAGYLNARNKTGLVSSTWDRQ.... Result: 1 (interaction). (3) The protein sequence of the target gene is METDAIDGYITCDNELSPEGEHANMAIDLTSSTPNGQHASPSHMTSTNSVKLEMQSDEECDRQPLSREDEIRGHDEGSSLEEPLIESSEVADNRKVQDLQGEGGIRLPNGKLKCDVCGMVCIGPNVLMVHKRSHTGERPFHCNQCGASFTQKGNLLRHIKLHSGEKPFKCPFCSYACRRRDALTGHLRTHSVGKPHKCNYCGRSYKQRSSLEEHKERCHNYLQNVSMEAAGQVMSHHVPPMEDCKEQEPIMDNNISLVPFERPAVIEKLTANMGKRKSSTPQKFVGEKLMRFSYPDIHFD.... Result: 0 (no interaction). The miRNA is hsa-miR-302b-3p with sequence UAAGUGCUUCCAUGUUUUAGUAG. (4) The miRNA is hsa-miR-134-3p with sequence CCUGUGGGCCACCUAGUCACCAA. The protein sequence of the target gene is MQSDDVIWNTLGNKQFCSFKIRTKTQGFCRNEYSLTGLCNRSSCPLANSQYATIKEEKGQCYLYMKVIERAAFPRRLWERVRLSKNYEKALEQIDENLIYWPRFIRHKCKQRFTKITQYLIRIRKLTLKRQRKLVPLSKKVERREKRREEKALIAAQLDNAIEKELLERLKQDTYGDIYNFPIHAFDKALEKQEAESDSEDEEEEEDEDEEEDVGKREFVEDEEVEESDLSDFEDMDKLNTDSEEDQDDESSNDEEAHKAKHKGKAPLKGPLRKKRAYVEIEYEQETEPMAKVKAT. Result: 0 (no interaction). (5) The miRNA is mmu-miR-6973a-3p with sequence CACUCUAACCCUACCUACCCAU. The protein sequence of the target gene is MVVQNSADAGDMRAGVQLEPFLHQVGGHMSVMKYDEHTVCKPLVSREQRFYESLPLAMKRFTPQYKGTVTVHLWKDSTGHLSLVANPVKESQEPFKVSTESAAVAIWQTLQQTTGSNGSDCTLAQWPHAQLARSPKESPAKALLRSEPHLNTPAFSLVEDTNGNQVERKSFNPWGLQCHQAHLTRLCSEYPENKRHRFLLLENVVSQYTHPCVLDLKMGTRQHGDDASEEKKARHMRKCAQSTSACLGVRICGMQVYQTDKKYFLCKDKYYGRKLSVEGFRQALYQFLHNGSHLRRELLE.... Result: 0 (no interaction). (6) The miRNA is hsa-miR-3129-5p with sequence GCAGUAGUGUAGAGAUUGGUUU. The protein sequence of the target gene is MSLRVHTLPTLLGAVVRPGCRELLCLLMITVTVGPGASGVCPTACICATDIVSCTNKNLSKVPGNLFRLIKRLDLSYNRIGLLDSEWIPVSFAKLNTLILRHNNITSISTGSFSTTPNLKCLDLSSNKLKTVKNAVFQELKVLEVLLLYNNHISYLDPSAFGGLSQLQKLYLSGNFLTQFPMDLYVGRFKLAELMFLDVSYNRIPSMPMHHINLVPGKQLRGIYLHGNPFVCDCSLYSLLVFWYRRHFSSVMDFKNDYTCRLWSDSRHSRQVLLLQDSFMNCSDSIINGSFRALGFIHEA.... Result: 0 (no interaction). (7) The miRNA is mmu-miR-199a-5p with sequence CCCAGUGUUCAGACUACCUGUUC. The protein sequence of the target gene is MAAARHSTLDFKLGAKADGEAILKGLQSIFQEQGMTESVHTWQDHGYLATYTNKNGSFANLRIYPHGLVLLDLQSYDSDVQGKQETDSLLNKIEEKMKELSQDSTGRVKRLPPIVRGGAIDRYWPTADGRLVEYDIDEVVYDEDSPYQNIKILHSKQFGNILILSGDVNLAESDLAYTRAIMGSGKEDYTGKDVLILGGGDGGILCEIVKLKPKMVTMVEIDQMVIDGCKKYMRRTCGDVLDNLRGDCYQVLIEDCIPVLKMYAKEGREFDYVINDLTAVPISTSPEEDSTWDFLRLILD.... Result: 0 (no interaction). (8) The miRNA is hsa-miR-130a-3p with sequence CAGUGCAAUGUUAAAAGGGCAU. The protein sequence of the target gene is MSRSPDAKEDPVECPLCMEPLEIDDINFFPCTCGYQICRFCWHRIRTDENGLCPACRKPYPEDPAVYKPLSQEELQRIKNEKKQKQNERKQKISENRKHLASVRVVQKNLVFVVGLSQRLADPEVLKRPEYFGKFGKIHKVVINNSTSYAGSQGPSASAYVTYIRSEDALRAIQCVNNVVVDGRTLKASLGTTKYCSYFLKNMQCPKPDCMYLHELGDEAASFTKEEMQAGKHQEYEQKLLQELYKLNPNFLQLSTGSVDKNKNKVTPLQRYDTPIDKPSDSLSIGNGDNSQQISNSDTP.... Result: 1 (interaction). (9) The protein sequence of the target gene is MLKMLSFKLLLLAVALGFFEGDAKFGERNEGSGARRRRCLNGNPPKRLKRRDRRVMSQLELLSGGEILCGGFYPRVSCCLQSDSPGLGRLENKIFSATNNSECSRLLEEIQCAPCSPHSQSLFYTPERDVLDGDLALPLLCKDYCKEFFYTCRGHIPGLLQTTADEFCFYYARKDAGLCFPDFPRKQVRGPASNYLGQMEDYEKVGGISRKHKHNCLCVQEVMSGLRQPVSAVHSGDGSHRLFILEKEGYVKILTPEGELFKEPYLDIHKLVQSGIKGGDERGLLSLAFHPNYKKNGKLY.... Result: 0 (no interaction). The miRNA is hsa-miR-4645-5p with sequence ACCAGGCAAGAAAUAUUGU.